This data is from Forward reaction prediction with 1.9M reactions from USPTO patents (1976-2016). The task is: Predict the product of the given reaction. (1) Given the reactants B(Br)(Br)Br.C[O:6][C:7]1[CH:12]=[C:11]([O:13]C)[CH:10]=[CH:9][C:8]=1[CH3:15].C(OCC)(=O)C.[OH-].[Na+], predict the reaction product. The product is: [OH:6][C:7]1[CH:12]=[C:11]([OH:13])[CH:10]=[CH:9][C:8]=1[CH3:15]. (2) Given the reactants [OH:1][C@H:2]([C:16]1[CH:21]=[CH:20][C:19]([OH:22])=[CH:18][CH:17]=1)[C@@H:3]([N:5]1C(=O)C2C(=CC=CC=2)C1=O)[CH3:4], predict the reaction product. The product is: [NH2:5][C@@H:3]([CH3:4])[C@@H:2]([C:16]1[CH:21]=[CH:20][C:19]([OH:22])=[CH:18][CH:17]=1)[OH:1]. (3) Given the reactants Cl[C:2]1[N:7]=[C:6]([O:8][C:9]2[C:14]3[N:15]=[C:16]([NH:18][C:19](=[O:21])[CH3:20])[S:17][C:13]=3[CH:12]=[CH:11][CH:10]=2)[CH:5]=[C:4]([C:22]2[CH:27]=[CH:26][C:25]([C:28]([F:31])([F:30])[F:29])=[CH:24][CH:23]=2)[N:3]=1.[N:32]1[CH:37]=[CH:36][C:35](B(O)O)=[CH:34][CH:33]=1.C([O-])([O-])=O.[Na+].[Na+], predict the reaction product. The product is: [N:32]1[CH:37]=[CH:36][C:35]([C:2]2[N:7]=[C:6]([O:8][C:9]3[C:14]4[N:15]=[C:16]([NH:18][C:19](=[O:21])[CH3:20])[S:17][C:13]=4[CH:12]=[CH:11][CH:10]=3)[CH:5]=[C:4]([C:22]3[CH:27]=[CH:26][C:25]([C:28]([F:31])([F:30])[F:29])=[CH:24][CH:23]=3)[N:3]=2)=[CH:34][CH:33]=1. (4) Given the reactants Cl[CH2:2][C:3]1[CH:4]=[CH:5][C:6]([O:9][CH2:10][C:11]2[N:12]=[C:13]([C:17]3[CH:22]=[CH:21][CH:20]=[CH:19][CH:18]=3)[O:14][C:15]=2[CH3:16])=[N:7][CH:8]=1.[OH:23][C:24]1[CH:29]=[CH:28][CH:27]=[CH:26][C:25]=1[CH2:30][C:31]([O:33][CH3:34])=[O:32].CN(C)C=O, predict the reaction product. The product is: [CH3:16][C:15]1[O:14][C:13]([C:17]2[CH:22]=[CH:21][CH:20]=[CH:19][CH:18]=2)=[N:12][C:11]=1[CH2:10][O:9][C:6]1[N:7]=[CH:8][C:3]([CH2:2][O:23][C:24]2[CH:29]=[CH:28][CH:27]=[CH:26][C:25]=2[CH2:30][C:31]([O:33][CH3:34])=[O:32])=[CH:4][CH:5]=1.